From a dataset of Full USPTO retrosynthesis dataset with 1.9M reactions from patents (1976-2016). Predict the reactants needed to synthesize the given product. (1) Given the product [Br:1][C:2]1[CH:3]=[C:4]([N+:10]([O-:12])=[O:11])[C:5]([O:9][CH:14]([CH3:15])[CH3:13])=[CH:6][C:7]=1[CH3:8], predict the reactants needed to synthesize it. The reactants are: [Br:1][C:2]1[C:7]([CH3:8])=[CH:6][C:5]([OH:9])=[C:4]([N+:10]([O-:12])=[O:11])[CH:3]=1.[CH3:13][CH:14](O)[CH3:15].C1(P(C2C=CC=CC=2)C2C=CC=CC=2)C=CC=CC=1. (2) Given the product [CH:1]([S:4][C:5]1[S:6][C:7]([C:18]([OH:20])=[O:19])=[C:8]2[CH2:17][CH2:16][C:11]3[N:12]=[C:13]([CH3:15])[O:14][C:10]=3[C:9]=12)([CH3:3])[CH3:2], predict the reactants needed to synthesize it. The reactants are: [CH:1]([S:4][C:5]1[S:6][C:7]([C:18]([O:20]CC)=[O:19])=[C:8]2[CH2:17][CH2:16][C:11]3[N:12]=[C:13]([CH3:15])[O:14][C:10]=3[C:9]=12)([CH3:3])[CH3:2].[OH-].[Na+].O.Cl. (3) Given the product [CH3:12][O:13][C:14]1[CH:15]=[CH:16][C:17]([N:20]2[C:29](=[O:30])[C:28]3[C:23](=[CH:24][CH:25]=[CH:26][CH:27]=3)[NH:22][C:21]32[CH2:35][CH2:34][N:33]([CH2:46][C:45]2[CH:48]=[CH:49][CH:50]=[CH:51][C:44]=2[C:43]([F:42])([F:52])[F:53])[CH2:32][CH2:31]3)=[CH:18][CH:19]=1, predict the reactants needed to synthesize it. The reactants are: S(C1C=CC(C)=CC=1)([O-])(=O)=O.[CH3:12][O:13][C:14]1[CH:19]=[CH:18][C:17]([N:20]2[C:29](=[O:30])[C:28]3[C:23](=[CH:24][CH:25]=[CH:26][CH:27]=3)[NH:22][C:21]32[CH2:35][CH2:34][NH:33][CH2:32][CH2:31]3)=[CH:16][CH:15]=1.C(=O)([O-])[O-].[Cs+].[Cs+].[F:42][C:43]([F:53])([F:52])[C:44]1[CH:51]=[CH:50][CH:49]=[CH:48][C:45]=1[CH2:46]Br. (4) Given the product [ClH:42].[F:1][C:2]1[CH:3]=[C:4]2[C:17](=[CH:18][CH:19]=1)[C:16]1[C:7](=[C:8]3[C:13](=[CH:14][CH:15]=1)[CH:12]=[C:11]([OH:20])[CH:10]=[CH:9]3)[CH:6]([C:25]1[CH:26]=[CH:27][C:28]([O:31][CH2:32][CH2:33][N:34]3[CH2:35][CH2:36][CH2:37][CH2:38][CH2:39]3)=[CH:29][CH:30]=1)[S:5]2, predict the reactants needed to synthesize it. The reactants are: [F:1][C:2]1[CH:3]=[C:4]2[C:17](=[CH:18][CH:19]=1)[C:16]1[C:7](=[C:8]3[C:13](=[CH:14][CH:15]=1)[CH:12]=[C:11]([O:20]S(C)(=O)=O)[CH:10]=[CH:9]3)[CH:6]([C:25]1[CH:30]=[CH:29][C:28]([O:31][CH2:32][CH2:33][N:34]3[CH2:39][CH2:38][CH2:37][CH2:36][CH2:35]3)=[CH:27][CH:26]=1)[S:5]2.[OH-].[K+].[Cl-:42].[NH4+]. (5) Given the product [ClH:20].[ClH:35].[NH:24]1[CH2:23][CH:22]([C:16]2[C:15]([O:33][CH3:34])=[C:14]([CH:12]([N:8]3[C:4]4=[N:5][CH:6]=[N:7][C:2]([NH2:1])=[C:3]4[C:10]([CH3:11])=[N:9]3)[CH3:13])[CH:19]=[C:18]([Cl:20])[C:17]=2[F:21])[CH2:25]1, predict the reactants needed to synthesize it. The reactants are: [NH2:1][C:2]1[N:7]=[CH:6][N:5]=[C:4]2[N:8]([CH:12]([C:14]3[C:15]([O:33][CH3:34])=[C:16]([CH:22]4[CH2:25][N:24](C(OC(C)(C)C)=O)[CH2:23]4)[C:17]([F:21])=[C:18]([Cl:20])[CH:19]=3)[CH3:13])[N:9]=[C:10]([CH3:11])[C:3]=12.[ClH:35].O1CCOCC1. (6) Given the product [Cl:17][C:14]1[CH:15]=[CH:16][C:11]([NH:10][C:8]([C:3]2[C:4]([CH3:7])=[N:5][S:6][C:2]=2[NH:1][C:20]2[CH:25]=[C:24]([C:26]#[N:27])[CH:23]=[CH:22][N:21]=2)=[O:9])=[CH:12][C:13]=1[F:18], predict the reactants needed to synthesize it. The reactants are: [NH2:1][C:2]1[S:6][N:5]=[C:4]([CH3:7])[C:3]=1[C:8]([NH:10][C:11]1[CH:16]=[CH:15][C:14]([Cl:17])=[C:13]([F:18])[CH:12]=1)=[O:9].I[C:20]1[CH:25]=[C:24]([C:26]#[N:27])[CH:23]=[CH:22][N:21]=1.C(=O)([O-])[O-].[Cs+].[Cs+].CC1(C)C2C(=C(P(C3C=CC=CC=3)C3C=CC=CC=3)C=CC=2)OC2C(P(C3C=CC=CC=3)C3C=CC=CC=3)=CC=CC1=2. (7) Given the product [Cl:1][C:2]1[C:7]([I:17])=[C:6]([CH3:8])[N:5]=[C:4]([NH2:9])[N:3]=1, predict the reactants needed to synthesize it. The reactants are: [Cl:1][C:2]1[CH:7]=[C:6]([CH3:8])[N:5]=[C:4]([NH2:9])[N:3]=1.C1C(=O)N([I:17])C(=O)C1.[O-]S([O-])(=S)=O.[Na+].[Na+].C([O-])(O)=O.[Na+]. (8) Given the product [CH:2]1([O:4][C:5](=[O:11])[NH2:13])[CH2:22][CH2:21][CH2:20][CH2:19]1, predict the reactants needed to synthesize it. The reactants are: Cl[C:2](Cl)([O:4][C:5](=[O:11])OC(Cl)(Cl)Cl)Cl.[N:13]1C=CC=CC=1.[C:19]1(C)C=C[CH:22]=[CH:21][CH:20]=1. (9) Given the product [OH:2][C:3]1[CH:12]=[C:11]2[C:6]([CH2:7][CH2:8][CH:9]([C:13]([OH:15])=[O:14])[CH2:10]2)=[CH:5][CH:4]=1, predict the reactants needed to synthesize it. The reactants are: C[O:2][C:3]1[CH:12]=[C:11]2[C:6]([CH2:7][CH2:8][CH:9]([C:13]([O:15]C)=[O:14])[CH2:10]2)=[CH:5][CH:4]=1.OC1C=C2C(C=CC(C(O)=O)=C2)=CC=1. (10) Given the product [Br:25][C:26]1[C:27]([NH:8][CH2:9][CH2:10][CH2:11][CH2:12][S:13]([C:16]2[CH:21]=[CH:20][CH:19]=[C:18]([N+:22]([O-:24])=[O:23])[CH:17]=2)(=[NH:15])=[O:14])=[N:28][C:29]([Cl:32])=[N:30][CH:31]=1, predict the reactants needed to synthesize it. The reactants are: C(N(CC)CC)C.[NH2:8][CH2:9][CH2:10][CH2:11][CH2:12][S:13]([C:16]1[CH:21]=[CH:20][CH:19]=[C:18]([N+:22]([O-:24])=[O:23])[CH:17]=1)(=[NH:15])=[O:14].[Br:25][C:26]1[C:27](Cl)=[N:28][C:29]([Cl:32])=[N:30][CH:31]=1.